Task: Regression/Classification. Given a drug SMILES string, predict its toxicity properties. Task type varies by dataset: regression for continuous values (e.g., LD50, hERG inhibition percentage) or binary classification for toxic/non-toxic outcomes (e.g., AMES mutagenicity, cardiotoxicity, hepatotoxicity). Dataset: ames.. Dataset: Ames mutagenicity test results for genotoxicity prediction (1) The compound is O=C1c2ccccc2C(=O)c2c1ccc(OC1OC(COC3OCC(O)C(O)C3O)C(O)C(O)C1O)c2O. The result is 0 (non-mutagenic). (2) The result is 1 (mutagenic). The drug is O=[N+]([O-])c1cc([N+](=O)[O-])c2c3c(c4cccc5ccc1c2c54)CCCC3.